From a dataset of Forward reaction prediction with 1.9M reactions from USPTO patents (1976-2016). Predict the product of the given reaction. (1) Given the reactants O1[C:5]2([CH2:10][CH2:9][N:8]([C:11]3[CH:16]=[CH:15][C:14]([C:17]4[NH:21][NH:20][C:19](=[O:22])[CH:18]=4)=[CH:13][CH:12]=3)[CH2:7][CH2:6]2)[O:4]CC1.S(=O)(=O)(O)O.O, predict the reaction product. The product is: [O:22]=[C:19]1[NH:20][NH:21][C:17]([C:14]2[CH:15]=[CH:16][C:11]([N:8]3[CH2:9][CH2:10][C:5](=[O:4])[CH2:6][CH2:7]3)=[CH:12][CH:13]=2)=[CH:18]1. (2) The product is: [C:21]([C:18]1[CH:19]=[CH:20][C:15]2[N:14]([CH3:27])[C:13](=[O:28])[N:12]([CH2:11][C@H:8]3[CH2:9][CH2:10][C@H:5]([C:3]([OH:4])=[O:2])[CH2:6][CH2:7]3)[C:16]=2[CH:17]=1)#[CH:22]. Given the reactants C[O:2][C:3]([C@H:5]1[CH2:10][CH2:9][C@H:8]([CH2:11][N:12]2[C:16]3[CH:17]=[C:18]([C:21]#[C:22][Si](C)(C)C)[CH:19]=[CH:20][C:15]=3[N:14]([CH3:27])[C:13]2=[O:28])[CH2:7][CH2:6]1)=[O:4], predict the reaction product. (3) Given the reactants [CH2:1]([O:8][C:9]1[CH:17]=[CH:16][C:15]([Br:18])=[CH:14][C:10]=1[CH2:11][NH:12][CH3:13])[C:2]1[CH:7]=[CH:6][CH:5]=[CH:4][CH:3]=1.[C:19](Cl)(=[O:27])[CH2:20][CH2:21][CH2:22][CH2:23][CH2:24][CH2:25][CH3:26], predict the reaction product. The product is: [CH2:1]([O:8][C:9]1[CH:17]=[CH:16][C:15]([Br:18])=[CH:14][C:10]=1[CH2:11][N:12]([CH3:13])[C:19](=[O:27])[CH2:20][CH2:21][CH2:22][CH2:23][CH2:24][CH2:25][CH3:26])[C:2]1[CH:3]=[CH:4][CH:5]=[CH:6][CH:7]=1. (4) Given the reactants [F:1][C:2]([C:5]1[N:6]=[C:7]([CH2:10][N:11]2[N:15]=[C:14]([NH2:16])[CH:13]=[N:12]2)[S:8][CH:9]=1)([F:4])[CH3:3].[C:17]1([C:23]2[O:27][CH:26]=[N:25][C:24]=2[C:28](O)=[O:29])[CH:22]=[CH:21][CH:20]=[CH:19][CH:18]=1, predict the reaction product. The product is: [F:1][C:2]([C:5]1[N:6]=[C:7]([CH2:10][N:11]2[N:15]=[C:14]([NH:16][C:28]([C:24]3[N:25]=[CH:26][O:27][C:23]=3[C:17]3[CH:18]=[CH:19][CH:20]=[CH:21][CH:22]=3)=[O:29])[CH:13]=[N:12]2)[S:8][CH:9]=1)([F:4])[CH3:3]. (5) Given the reactants [Cl:1][C:2]1[N:10]=[C:9]2[C:5]([N:6]([CH2:21][C@H:22]3[CH2:27][CH2:26][C@H:25]([CH3:28])[CH2:24][CH2:23]3)[C:7]([C:11]3([C:15]4[CH:20]=[CH:19][CH:18]=[CH:17][CH:16]=4)[CH2:14][CH2:13][CH2:12]3)=[N:8]2)=[C:4](Cl)[N:3]=1.[CH:30]1([C@H:34]([NH2:36])[CH3:35])[CH2:33][CH2:32][CH2:31]1, predict the reaction product. The product is: [Cl:1][C:2]1[N:10]=[C:9]2[C:5]([N:6]([CH2:21][C@H:22]3[CH2:27][CH2:26][C@H:25]([CH3:28])[CH2:24][CH2:23]3)[C:7]([C:11]3([C:15]4[CH:16]=[CH:17][CH:18]=[CH:19][CH:20]=4)[CH2:12][CH2:13][CH2:14]3)=[N:8]2)=[C:4]([NH:36][C@@H:34]([CH:30]2[CH2:33][CH2:32][CH2:31]2)[CH3:35])[N:3]=1. (6) The product is: [CH:25]1([N:30]2[CH2:40][C:39]([CH3:41])([CH3:42])[C:38](=[O:43])[N:37]([CH3:44])[C:36]3[C:31]2=[N:32][C:33]([NH:45][C:46]2[CH:54]=[CH:53][C:49]([C:50]([NH:68][CH:69]4[CH2:74][CH2:73][CH2:72][N:71]([CH3:75])[CH2:70]4)=[O:52])=[CH:48][C:47]=2[O:55][CH3:56])=[N:34][CH:35]=3)[CH2:29][CH2:28][CH2:27][CH2:26]1. Given the reactants CN(C(ON1N=NC2C=CC=NC1=2)=[N+](C)C)C.F[P-](F)(F)(F)(F)F.[CH:25]1([N:30]2[CH2:40][C:39]([CH3:42])([CH3:41])[C:38](=[O:43])[N:37]([CH3:44])[C:36]3[C:31]2=[N:32][C:33]([NH:45][C:46]2[CH:54]=[CH:53][C:49]([C:50]([OH:52])=O)=[CH:48][C:47]=2[O:55][CH3:56])=[N:34][CH:35]=3)[CH2:29][CH2:28][CH2:27][CH2:26]1.CCN(C(C)C)C(C)C.Cl.Cl.[NH2:68][CH:69]1[CH2:74][CH2:73][CH2:72][N:71]([CH3:75])[CH2:70]1, predict the reaction product. (7) The product is: [CH3:8][N:7]1[C:3]([CH2:2][C:9]#[N:10])=[CH:4][CH:5]=[N:6]1. Given the reactants Cl[CH2:2][C:3]1[N:7]([CH3:8])[N:6]=[CH:5][CH:4]=1.[C-:9]#[N:10].[K+], predict the reaction product.